Dataset: Forward reaction prediction with 1.9M reactions from USPTO patents (1976-2016). Task: Predict the product of the given reaction. Given the reactants CO[C:3]([C:5]1[CH:6]=[C:7]([CH:15]2[CH2:18][CH2:17][CH2:16]2)[N:8]2[C:13]=1[C:12]([Cl:14])=[CH:11][CH:10]=[CH:9]2)=[O:4].Cl.[NH2:20][CH2:21][C:22]1([OH:30])[CH2:27][CH2:26][C:25]([F:29])([F:28])[CH2:24][CH2:23]1.C(N(C(C)C)C(C)C)C.N12CCN(CC1)CC2.C[Al](C)C, predict the reaction product. The product is: [Cl:14][C:12]1[C:13]2[N:8]([C:7]([CH:15]3[CH2:16][CH2:17][CH2:18]3)=[CH:6][C:5]=2[C:3]([NH:20][CH2:21][C:22]2([OH:30])[CH2:23][CH2:24][C:25]([F:29])([F:28])[CH2:26][CH2:27]2)=[O:4])[CH:9]=[CH:10][CH:11]=1.